Dataset: NCI-60 drug combinations with 297,098 pairs across 59 cell lines. Task: Regression. Given two drug SMILES strings and cell line genomic features, predict the synergy score measuring deviation from expected non-interaction effect. (1) Synergy scores: CSS=40.6, Synergy_ZIP=-10.5, Synergy_Bliss=-5.48, Synergy_Loewe=-0.309, Synergy_HSA=1.45. Cell line: IGROV1. Drug 2: C1CN(CCN1C(=O)CCBr)C(=O)CCBr. Drug 1: CC1OCC2C(O1)C(C(C(O2)OC3C4COC(=O)C4C(C5=CC6=C(C=C35)OCO6)C7=CC(=C(C(=C7)OC)O)OC)O)O. (2) Drug 1: C1=CN(C(=O)N=C1N)C2C(C(C(O2)CO)O)O.Cl. Drug 2: CN1C(=O)N2C=NC(=C2N=N1)C(=O)N. Cell line: SW-620. Synergy scores: CSS=45.2, Synergy_ZIP=0.154, Synergy_Bliss=0.604, Synergy_Loewe=-41.9, Synergy_HSA=1.40. (3) Drug 1: CC12CCC3C(C1CCC2=O)CC(=C)C4=CC(=O)C=CC34C. Drug 2: C1=CC(=C2C(=C1NCCNCCO)C(=O)C3=C(C=CC(=C3C2=O)O)O)NCCNCCO. Cell line: OVCAR3. Synergy scores: CSS=46.7, Synergy_ZIP=1.37, Synergy_Bliss=1.85, Synergy_Loewe=0.0148, Synergy_HSA=2.33. (4) Drug 1: C1=CN(C=N1)CC(O)(P(=O)(O)O)P(=O)(O)O. Drug 2: COCCOC1=C(C=C2C(=C1)C(=NC=N2)NC3=CC=CC(=C3)C#C)OCCOC.Cl. Cell line: OVCAR3. Synergy scores: CSS=4.12, Synergy_ZIP=-1.00, Synergy_Bliss=0.884, Synergy_Loewe=-6.73, Synergy_HSA=-3.71. (5) Drug 1: C1CC(CCC1OC2=C(C(=CC=C2)Cl)F)(CC3=NC(=CC=C3)NC4=NC=CS4)C(=O)O. Drug 2: CCC1=C2N=C(C=C(N2N=C1)NCC3=C[N+](=CC=C3)[O-])N4CCCCC4CCO. Cell line: SK-OV-3. Synergy scores: CSS=37.7, Synergy_ZIP=8.40, Synergy_Bliss=11.1, Synergy_Loewe=-24.3, Synergy_HSA=7.82. (6) Drug 1: CN(C)C1=NC(=NC(=N1)N(C)C)N(C)C. Drug 2: CS(=O)(=O)OCCCCOS(=O)(=O)C. Cell line: A549. Synergy scores: CSS=10.7, Synergy_ZIP=-3.65, Synergy_Bliss=3.48, Synergy_Loewe=-4.39, Synergy_HSA=-0.300.